Dataset: Reaction yield outcomes from USPTO patents with 853,638 reactions. Task: Predict the reaction yield, written as a fraction of the theoretical maximum amount of product (1.0 means a 100% yield; for example, 0.34 means a 34% yield). (1) The reactants are [CH3:1][O:2][C:3]1[CH:12]=[C:11]2[C:6]([C:7]([O:13][C:14]3[CH:15]=[CH:16][C:17]([NH2:20])=[N:18][CH:19]=3)=[CH:8][CH:9]=[N:10]2)=[CH:5][CH:4]=1.[CH3:21][N:22]1[C:26]([CH2:27][N:28]2[CH2:32][CH2:31][CH2:30][CH2:29]2)=[C:25]([C:33](O)=[O:34])[C:24](=[O:36])[N:23]1[C:37]1[CH:42]=[CH:41][CH:40]=[CH:39][CH:38]=1.C(N(C(C)C)C(C)C)C.CN(C(ON1N=NC2C=CC=NC1=2)=[N+](C)C)C.F[P-](F)(F)(F)(F)F. The catalyst is ClCCl.CN(C=O)C. The product is [CH3:1][O:2][C:3]1[CH:12]=[C:11]2[C:6]([C:7]([O:13][C:14]3[CH:15]=[CH:16][C:17]([NH:20][C:33]([C:25]4[C:24](=[O:36])[N:23]([C:37]5[CH:38]=[CH:39][CH:40]=[CH:41][CH:42]=5)[N:22]([CH3:21])[C:26]=4[CH2:27][N:28]4[CH2:29][CH2:30][CH2:31][CH2:32]4)=[O:34])=[N:18][CH:19]=3)=[CH:8][CH:9]=[N:10]2)=[CH:5][CH:4]=1. The yield is 0.0800. (2) The reactants are Br[C:2]1[CH:3]=[C:4]2[C:9](=[CH:10][C:11]=1[C:12]#[N:13])[N:8]([C:14]1[C:18]3[CH2:19][N:20]([C:23]([NH:25][CH3:26])=[O:24])[CH2:21][CH2:22][C:17]=3[N:16]([CH:27]3[CH2:32][CH2:31][O:30][CH2:29][CH2:28]3)[N:15]=1)[CH2:7][CH2:6][CH2:5]2.[CH3:33][C:34]1([CH3:50])[C:38]([CH3:40])([CH3:39])[O:37][B:36]([B:36]2[O:37][C:38]([CH3:40])([CH3:39])[C:34]([CH3:50])([CH3:33])[O:35]2)[O:35]1.CC([O-])=O.[K+]. The catalyst is O1CCOCC1.CC(C1C=C(C(C)C)C(C2C=CC=C(P(C3CCCCC3)C3CCCCC3)C=2)=C(C(C)C)C=1)C.C1C=[C-]C(C2C(N)=CC=CC=2)=CC=1.Cl[Pd+].C1(P(C2CCCCC2)C2C=CC=CC=2C2C(C(C)C)=CC(C(C)C)=CC=2C(C)C)CCCCC1. The product is [C:12]([C:11]1[CH:10]=[C:9]2[C:4]([CH2:5][CH2:6][CH2:7][N:8]2[C:14]2[C:18]3[CH2:19][N:20]([C:23]([NH:25][CH3:26])=[O:24])[CH2:21][CH2:22][C:17]=3[N:16]([CH:27]3[CH2:32][CH2:31][O:30][CH2:29][CH2:28]3)[N:15]=2)=[CH:3][C:2]=1[B:36]1[O:37][C:38]([CH3:40])([CH3:39])[C:34]([CH3:50])([CH3:33])[O:35]1)#[N:13]. The yield is 0.800. (3) The reactants are [Br:1][C:2]1[CH:8]=[CH:7][C:5]([NH2:6])=[C:4]([N+:9]([O-:11])=[O:10])[CH:3]=1.[BH-](OC(C)=O)(OC(C)=O)OC(C)=O.[Na+].[CH3:26][S:27][C:28]1[S:29][C:30]2[CH:36]=[C:35]([CH:37]=O)[CH:34]=[CH:33][C:31]=2[N:32]=1. The catalyst is C(O)(C(F)(F)F)=O.C(Cl)Cl. The product is [Br:1][C:2]1[CH:8]=[CH:7][C:5]([NH:6][CH2:37][C:35]2[CH:34]=[CH:33][C:31]3[N:32]=[C:28]([S:27][CH3:26])[S:29][C:30]=3[CH:36]=2)=[C:4]([N+:9]([O-:11])=[O:10])[CH:3]=1. The yield is 0.770. (4) The reactants are Cl.[CH3:2][O:3][CH2:4][CH2:5][O:6][CH2:7][C:8]([OH:10])=O.[CH2:11]([C@H:18]1[CH2:22][NH:21][C@H:20]([C:23]([NH:25][C:26]2[CH:31]=[CH:30][C:29]([O:32][C:33]3[CH:38]=[CH:37][C:36]([F:39])=[CH:35][CH:34]=3)=[CH:28][CH:27]=2)=[O:24])[CH2:19]1)[C:12]1[CH:17]=[CH:16][CH:15]=[CH:14][CH:13]=1. No catalyst specified. The product is [CH2:11]([C@H:18]1[CH2:22][N:21]([C:8](=[O:10])[CH2:7][O:6][CH2:5][CH2:4][O:3][CH3:2])[C@H:20]([C:23]([NH:25][C:26]2[CH:31]=[CH:30][C:29]([O:32][C:33]3[CH:34]=[CH:35][C:36]([F:39])=[CH:37][CH:38]=3)=[CH:28][CH:27]=2)=[O:24])[CH2:19]1)[C:12]1[CH:13]=[CH:14][CH:15]=[CH:16][CH:17]=1. The yield is 0.266. (5) The reactants are Cl(O)(=O)(=O)=O.[Cl:6][C:7]1[CH:12]=[CH:11][C:10]([C:13]2[C:22]3[C:17](=[CH:18][C:19]([O:23][S:24]([C:27]([F:30])([F:29])[F:28])(=[O:26])=[O:25])=[CH:20][CH:21]=3)[CH:16]=[C:15]([CH3:31])[C:14]=2[C@H:32]([OH:38])[C:33]([O:35][CH2:36][CH3:37])=[O:34])=[CH:9][CH:8]=1.C([O-])(O)=O.[Na+]. The catalyst is C(OC(C)(C)C)(=O)C. The product is [C:10]([O:38][C@@H:32]([C:14]1[C:15]([CH3:31])=[CH:16][C:17]2[C:22](=[CH:21][CH:20]=[C:19]([O:23][S:24]([C:27]([F:30])([F:29])[F:28])(=[O:26])=[O:25])[CH:18]=2)[C:13]=1[C:10]1[CH:9]=[CH:8][C:7]([Cl:6])=[CH:12][CH:11]=1)[C:33]([O:35][CH2:36][CH3:37])=[O:34])([CH3:13])([CH3:11])[CH3:9]. The yield is 0.570. (6) The reactants are [F:1][C:2]1[CH:7]=[C:6]([F:8])[CH:5]=[CH:4][C:3]=1[C:9]1[N:10]=[C:11]2[N:15]([C:16]=1[C:17]1[N:18]=[N:19][C:20]([NH:23][NH2:24])=[CH:21][CH:22]=1)[CH:14]=[CH:13][O:12]2.C([O-])([O-])=O.[Na+].[Na+].[N:31]#[C:32]Br. The catalyst is CO. The product is [F:1][C:2]1[CH:7]=[C:6]([F:8])[CH:5]=[CH:4][C:3]=1[C:9]1[N:10]=[C:11]2[N:15]([C:16]=1[C:17]1[CH:22]=[CH:21][C:20]3[N:19]([C:32]([NH2:31])=[N:24][N:23]=3)[N:18]=1)[CH:14]=[CH:13][O:12]2. The yield is 0.570.